Task: Predict which catalyst facilitates the given reaction.. Dataset: Catalyst prediction with 721,799 reactions and 888 catalyst types from USPTO Reactant: [Br:1][C:2]1[CH:11]=[C:10]2[C:5]([C:6]([SH:22])=[N:7][C:8]([C:12]([F:21])([F:20])[C:13]3[CH:18]=[CH:17][C:16]([F:19])=[CH:15][N:14]=3)=[N:9]2)=[CH:4][CH:3]=1.[OH-].[Na+].I[CH3:26]. Product: [Br:1][C:2]1[CH:11]=[C:10]2[C:5]([C:6]([S:22][CH3:26])=[N:7][C:8]([C:12]([F:20])([F:21])[C:13]3[CH:18]=[CH:17][C:16]([F:19])=[CH:15][N:14]=3)=[N:9]2)=[CH:4][CH:3]=1. The catalyst class is: 32.